From a dataset of Catalyst prediction with 721,799 reactions and 888 catalyst types from USPTO. Predict which catalyst facilitates the given reaction. (1) Reactant: C1(C[O:8][CH2:9][C:10]([N:12]2[C:20]3[C:15](=[CH:16][C:17]([N:21]4[CH2:25][C@H:24]([C:26]([O:28][CH3:29])=[O:27])[O:23][C:22]4=[O:30])=[CH:18][CH:19]=3)[CH2:14][C@H:13]2[CH3:31])=[O:11])C=CC=CC=1.[H][H]. Product: [OH:8][CH2:9][C:10]([N:12]1[C:20]2[C:15](=[CH:16][C:17]([N:21]3[CH2:25][C@H:24]([C:26]([O:28][CH3:29])=[O:27])[O:23][C:22]3=[O:30])=[CH:18][CH:19]=2)[CH2:14][C@H:13]1[CH3:31])=[O:11]. The catalyst class is: 563. (2) Reactant: [N+:1]([C:4]1[NH:8][CH:7]=[N:6][C:5]=1/[CH:9]=[CH:10]/[C:11]1[S:12][CH:13]=[CH:14][CH:15]=1)([O-])=O. Product: [S:12]1[CH:13]=[CH:14][CH:15]=[C:11]1/[CH:10]=[CH:9]/[C:5]1[N:6]=[CH:7][NH:8][C:4]=1[NH2:1]. The catalyst class is: 43. (3) Reactant: Br[C:2]1[CH:3]=[CH:4][C:5]([F:10])=[C:6]([CH:9]=1)[C:7]#[N:8].[CH2:11]([Sn](CCCC)(CCCC)CCCC)[CH:12]=[CH2:13].[Li+].[Cl-]. Product: [F:10][C:5]1[CH:4]=[CH:3][C:2]([CH2:13][CH:12]=[CH2:11])=[CH:9][C:6]=1[C:7]#[N:8]. The catalyst class is: 109. (4) Product: [O:12]1[CH2:13][CH2:14][C@H:10]([O:9][C:7]([NH:6][C@H:5]([C:4]([OH:19])=[O:3])[CH2:15][CH:16]([CH3:18])[CH3:17])=[O:8])[CH2:11]1. Reactant: C([O:3][C:4](=[O:19])[C@H:5]([CH2:15][CH:16]([CH3:18])[CH3:17])[NH:6][C:7]([O:9][C@H:10]1[CH2:14][CH2:13][O:12][CH2:11]1)=[O:8])C.[OH-].[Na+].Cl. The catalyst class is: 14.